From a dataset of Experimentally validated miRNA-target interactions with 360,000+ pairs, plus equal number of negative samples. Binary Classification. Given a miRNA mature sequence and a target amino acid sequence, predict their likelihood of interaction. The miRNA is hsa-miR-5003-3p with sequence UACUUUUCUAGGUUGUUGGGG. The protein sequence of the target gene is MAPGQNRVVALVDMDCFFVQVEQRQNPHLRNKPCAVVQYKSWKGGGIIAVSYEARAFGVTRNMWADDAKKLCPDLLLAQVRESRGKANLTKYREASVEVMEIMSYFAVIERASIDEAYIDLTSAVQERLQKLQGQPISADLLPSTYIEGLPRGPTVEETVQKEAIRKQGLLQWLDSLQSDDPTSPDLRLTVGAMIVEEMRAAIESKTGFQCSAGISHNKVLAKLACGLNKPNRQTLVSHGSVPQLFSQMPIRKIRSLGGKLGASVIEVLGIEYMGDLTQFTESQLQSHFGEKNGSWLYAM.... Result: 0 (no interaction).